From a dataset of Full USPTO retrosynthesis dataset with 1.9M reactions from patents (1976-2016). Predict the reactants needed to synthesize the given product. (1) Given the product [CH2:1]1[O:12][C:11]2[C:10]([O:13][CH3:14])=[CH:9][C:5]([C:6]([Cl:17])=[O:7])=[CH:4][C:3]=2[O:2]1, predict the reactants needed to synthesize it. The reactants are: [CH2:1]1[O:12][C:11]2[C:10]([O:13][CH3:14])=[CH:9][C:5]([C:6](O)=[O:7])=[CH:4][C:3]=2[O:2]1.S(Cl)([Cl:17])=O. (2) Given the product [CH2:22]([C:12]1[O:13][C:14]2[CH:19]=[C:18]([O:20][CH3:21])[CH:17]=[CH:16][C:15]=2[C:11]=1[C:1](=[O:10])[C:2]1[CH:3]=[CH:4][C:5]([OH:8])=[CH:6][CH:7]=1)[CH3:23], predict the reactants needed to synthesize it. The reactants are: [C:1]([C:11]1[C:15]2[CH:16]=[CH:17][C:18]([O:20][CH3:21])=[CH:19][C:14]=2[O:13][C:12]=1[CH2:22][CH3:23])(=[O:10])[C:2]1[CH:7]=[CH:6][C:5]([O:8]C)=[CH:4][CH:3]=1.[Na]. (3) The reactants are: [Cl:1][C:2]1[CH:18]=[CH:17][C:5]([CH2:6][NH:7][C:8]([NH:10][N:11]([CH2:13][C:14]([OH:16])=O)[CH3:12])=[O:9])=[CH:4][CH:3]=1.[NH2:19][C@H:20]([C:33]([N:35]([C@@H:47]([CH3:55])[CH:48]([O:52][CH2:53][CH3:54])[O:49][CH2:50][CH3:51])[CH2:36][C:37]1[CH:38]=[CH:39][CH:40]=[C:41]2[C:46]=1[N:45]=[CH:44][CH:43]=[CH:42]2)=[O:34])[CH2:21][CH2:22][CH2:23][CH2:24][NH:25][C:26](=[O:32])[O:27][C:28]([CH3:31])([CH3:30])[CH3:29]. Given the product [Cl:1][C:2]1[CH:3]=[CH:4][C:5]([CH2:6][NH:7][C:8]([NH:10][N:11]([CH2:13][C:14]([NH:19][C@H:20]([C:33]([N:35]([C@@H:47]([CH3:55])[CH:48]([O:49][CH2:50][CH3:51])[O:52][CH2:53][CH3:54])[CH2:36][C:37]2[CH:38]=[CH:39][CH:40]=[C:41]3[C:46]=2[N:45]=[CH:44][CH:43]=[CH:42]3)=[O:34])[CH2:21][CH2:22][CH2:23][CH2:24][NH:25][C:26](=[O:32])[O:27][C:28]([CH3:31])([CH3:29])[CH3:30])=[O:16])[CH3:12])=[O:9])=[CH:17][CH:18]=1, predict the reactants needed to synthesize it.